This data is from Catalyst prediction with 721,799 reactions and 888 catalyst types from USPTO. The task is: Predict which catalyst facilitates the given reaction. Product: [CH3:12][C:2]1[C:3]([C:6]2[CH:11]=[CH:10][CH:9]=[CH:8][CH:7]=2)=[C:4]([NH2:5])[NH:14][N:13]=1. The catalyst class is: 11. Reactant: O=[C:2]([CH3:12])[CH:3]([C:6]1[CH:11]=[CH:10][CH:9]=[CH:8][CH:7]=1)[C:4]#[N:5].[NH2:13][NH2:14].O.C(O)(=O)C.